Dataset: Catalyst prediction with 721,799 reactions and 888 catalyst types from USPTO. Task: Predict which catalyst facilitates the given reaction. Reactant: [H-].[Na+].Cl[CH2:4][CH2:5][S:6](Cl)(=[O:8])=[O:7].[F:10][C:11]([F:33])([F:32])[C:12]1[CH:13]=[C:14]([CH:29]=[CH:30][CH:31]=1)[O:15][C:16]1[CH:21]=[CH:20][C:19]([C:22]2[C:23]([NH2:28])=[N:24][CH:25]=[CH:26][CH:27]=2)=[CH:18][CH:17]=1. Product: [F:33][C:11]([F:10])([F:32])[C:12]1[CH:13]=[C:14]([CH:29]=[CH:30][CH:31]=1)[O:15][C:16]1[CH:17]=[CH:18][C:19]([C:22]2[C:23]3=[N:28][S:6](=[O:8])(=[O:7])[CH2:5][CH2:4][N:24]3[CH:25]=[CH:26][CH:27]=2)=[CH:20][CH:21]=1. The catalyst class is: 1.